Dataset: Forward reaction prediction with 1.9M reactions from USPTO patents (1976-2016). Task: Predict the product of the given reaction. (1) Given the reactants C(Cl)(Cl)Cl.[CH3:5][OH:6].[O:7]1[CH2:12][CH2:11][O:10]CC1, predict the reaction product. The product is: [O:6]=[CH:5][C@H:12]([C@H:11]([C@H:12]([CH2:11][OH:10])[OH:7])[OH:10])[OH:7]. (2) Given the reactants [CH2:1]([O:5][CH2:6][CH:7]1[CH2:12][CH2:11][N:10]([S:13]([CH2:16][CH:17]([NH:19][OH:20])[CH3:18])(=[O:15])=[O:14])[CH2:9][CH2:8]1)[C:2]#[C:3][CH3:4].[C:21](OC(=O)C)(=[O:23])C.C(O)=O, predict the reaction product. The product is: [CH2:1]([O:5][CH2:6][CH:7]1[CH2:8][CH2:9][N:10]([S:13]([CH2:16][CH:17]([N:19]([OH:20])[CH:21]=[O:23])[CH3:18])(=[O:15])=[O:14])[CH2:11][CH2:12]1)[C:2]#[C:3][CH3:4].